Dataset: Reaction yield outcomes from USPTO patents with 853,638 reactions. Task: Predict the reaction yield, written as a fraction of the theoretical maximum amount of product (1.0 means a 100% yield; for example, 0.34 means a 34% yield). (1) The reactants are [Cl:1][C:2]1[N:10]([CH2:11][C:12]2[CH:17]=[CH:16][C:15](Cl)=[CH:14][CH:13]=2)[C:9]2[C:8](=[O:19])[NH:7][C:6](=[O:20])[N:5]([CH2:21][O:22][CH2:23][CH2:24][Si:25]([CH3:28])([CH3:27])[CH3:26])[C:4]=2[N:3]=1.Br[CH2:30][CH2:31][CH2:32][O:33][Si:34]([C:37]([CH3:40])([CH3:39])[CH3:38])([CH3:36])[CH3:35].C(=O)([O-])[O-].[K+].[K+]. The catalyst is CN(C=O)C. The product is [CH2:11]([N:10]1[C:9]2[C:8](=[O:19])[N:7]([CH2:30][CH2:31][CH2:32][O:33][Si:34]([C:37]([CH3:38])([CH3:40])[CH3:39])([CH3:35])[CH3:36])[C:6](=[O:20])[N:5]([CH2:21][O:22][CH2:23][CH2:24][Si:25]([CH3:28])([CH3:27])[CH3:26])[C:4]=2[N:3]=[C:2]1[Cl:1])[C:12]1[CH:17]=[CH:16][CH:15]=[CH:14][CH:13]=1. The yield is 0.974. (2) The reactants are O1CCOCC1.C(NC(C)C)(C)C.[CH3:14][Si:15]([C:18]#[CH:19])([CH3:17])[CH3:16].Br[C:21]1[CH:30]=[C:29]2[C:24]([CH2:25][CH2:26][O:27][CH2:28]2)=[CH:23][CH:22]=1. The catalyst is CCCCCC.C(OCC)(=O)C.C1C=CC(C#N)=CC=1.C1C=CC(C#N)=CC=1.Cl[Pd]Cl.[Cu]I.C(P(C(C)(C)C)C(C)(C)C)(C)(C)C. The product is [CH2:28]1[C:29]2[C:24](=[CH:23][CH:22]=[C:21]([C:19]#[C:18][Si:15]([CH3:17])([CH3:16])[CH3:14])[CH:30]=2)[CH2:25][CH2:26][O:27]1. The yield is 0.840.